From a dataset of Full USPTO retrosynthesis dataset with 1.9M reactions from patents (1976-2016). Predict the reactants needed to synthesize the given product. (1) The reactants are: CO[CH:3](OC)[CH2:4][CH:5](OC)OC.Cl.[C:13]([NH:17][NH2:18])([CH3:16])([CH3:15])[CH3:14].Cl.O. Given the product [C:13]([N:17]1[CH:5]=[CH:4][CH:3]=[N:18]1)([CH3:16])([CH3:15])[CH3:14], predict the reactants needed to synthesize it. (2) Given the product [F:23][C:14]1[CH:13]=[CH:18][C:17]([S:19]([CH3:22])(=[O:21])=[O:20])=[CH:16][C:15]=1[C:4]1[NH:3][C:2]([CH3:1])=[C:10]2[C:5]=1[CH2:6][CH2:7][CH2:8][C:9]2=[O:11], predict the reactants needed to synthesize it. The reactants are: [CH3:1][C:2]1[NH:3][CH:4]=[C:5]2[C:10]=1[C:9](=[O:11])[CH2:8][CH2:7][CH2:6]2.Br[C:13]1[CH:18]=[C:17]([S:19]([CH3:22])(=[O:21])=[O:20])[CH:16]=[CH:15][C:14]=1[F:23].C([O-])(=O)C.[K+]. (3) Given the product [N:1]([CH2:13][CH2:12][CH2:11][CH2:10][CH:4]1[CH2:9][CH2:8][CH2:7][CH2:6][CH2:5]1)=[C:2]=[O:3], predict the reactants needed to synthesize it. The reactants are: [N-:1]=[C:2]=[O:3].[CH:4]1([CH2:10][CH2:11][CH2:12][CH2:13]N)[CH2:9][CH2:8][CH2:7][CH2:6][CH2:5]1. (4) The reactants are: [CH:1]1([OH:7])[CH2:6][CH2:5][CH2:4][CH2:3][CH2:2]1.[CH3:8][C:9](C)([O-])[CH3:10].[K+].C(Br)C=C.O. Given the product [CH:1]1([O:7][CH2:10][CH:9]=[CH2:8])[CH2:6][CH2:5][CH2:4][CH2:3][CH2:2]1, predict the reactants needed to synthesize it. (5) Given the product [Br:1][C:2]1[C:3](=[O:19])[N:4]([CH2:27][CH2:28][N:29]2[C:30](=[O:39])[C:31]3[C:36](=[CH:35][CH:34]=[CH:33][CH:32]=3)[C:37]2=[O:38])[N:5]=[CH:6][C:7]=1[NH:8][C@@H:9]1[CH2:14][C@@H:13]2[CH2:15][C@@H:11]([C:12]2([CH3:16])[CH3:17])[C@H:10]1[CH3:18], predict the reactants needed to synthesize it. The reactants are: [Br:1][C:2]1[C:3](=[O:19])[NH:4][N:5]=[CH:6][C:7]=1[NH:8][C@@H:9]1[CH2:14][C@@H:13]2[CH2:15][C@@H:11]([C:12]2([CH3:17])[CH3:16])[C@H:10]1[CH3:18].C(=O)([O-])[O-].[K+].[K+].Br[CH2:27][CH2:28][N:29]1[C:37](=[O:38])[C:36]2[C:31](=[CH:32][CH:33]=[CH:34][CH:35]=2)[C:30]1=[O:39].[Cl-].[NH4+]. (6) Given the product [Br:1][C:2]1[CH:11]=[C:10]2[C:5]([C:6]([SH:13])=[CH:7][CH:8]=[N:9]2)=[CH:4][CH:3]=1, predict the reactants needed to synthesize it. The reactants are: [Br:1][C:2]1[CH:11]=[C:10]2[C:5]([C:6](Cl)=[CH:7][CH:8]=[N:9]2)=[CH:4][CH:3]=1.[S-2:13].[Na+].[Na+]. (7) Given the product [Cl:1][C:2]1[C:3]([C:27](=[O:42])[CH2:28][CH:29]2[CH2:34][CH2:33][N:32]([C:35]([O:37][C:38]([CH3:40])([CH3:39])[CH3:41])=[O:36])[CH2:31][CH2:30]2)=[C:4]2[CH:10]=[CH:9][N:8]([Si:11]([CH:15]([CH3:17])[CH3:16])([CH:18]([CH3:20])[CH3:19])[CH:12]([CH3:13])[CH3:14])[C:5]2=[N:6][CH:7]=1, predict the reactants needed to synthesize it. The reactants are: [Cl:1][C:2]1[CH:3]=[C:4]2[CH:10]=[CH:9][N:8]([Si:11]([CH:18]([CH3:20])[CH3:19])([CH:15]([CH3:17])[CH3:16])[CH:12]([CH3:14])[CH3:13])[C:5]2=[N:6][CH:7]=1.C([Li])(CC)C.Cl[C:27](=[O:42])[CH2:28][CH:29]1[CH2:34][CH2:33][N:32]([C:35]([O:37][C:38]([CH3:41])([CH3:40])[CH3:39])=[O:36])[CH2:31][CH2:30]1.O. (8) Given the product [CH3:19][O:18][C:11]1([CH2:15][O:16][CH3:17])[CH2:10][CH2:9][C:8]2[NH:7][C:6]3[N:5]=[CH:4][N:3]=[C:2]([NH:33][C:25]4[CH:26]=[C:27]5[C:31](=[CH:32][C:24]=4[O:23][CH:20]([CH3:22])[CH3:21])[NH:30][N:29]=[CH:28]5)[C:14]=3[C:13]=2[CH2:12]1, predict the reactants needed to synthesize it. The reactants are: Cl[C:2]1[C:14]2[C:13]3[CH2:12][C:11]([O:18][CH3:19])([CH2:15][O:16][CH3:17])[CH2:10][CH2:9][C:8]=3[NH:7][C:6]=2[N:5]=[CH:4][N:3]=1.[CH:20]([O:23][C:24]1[CH:32]=[C:31]2[C:27]([CH:28]=[N:29][NH:30]2)=[CH:26][C:25]=1[NH2:33])([CH3:22])[CH3:21]. (9) Given the product [Cl:13][C:14]1[CH:15]=[CH:16][C:17]([C@@H:20]([C:7]2[CH:8]=[CH:9][CH:10]=[C:5]([F:4])[CH:6]=2)[CH2:21][C:22]([N:24]2[C@@H:28]([C:29]3[CH:30]=[CH:31][CH:32]=[CH:33][CH:34]=3)[CH2:27][O:26][C:25]2=[O:35])=[O:23])=[CH:18][CH:19]=1, predict the reactants needed to synthesize it. The reactants are: CSC.[F:4][C:5]1[CH:6]=[C:7]([Mg]Br)[CH:8]=[CH:9][CH:10]=1.[Cl:13][C:14]1[CH:19]=[CH:18][C:17](/[CH:20]=[CH:21]/[C:22]([N:24]2[C@@H:28]([C:29]3[CH:34]=[CH:33][CH:32]=[CH:31][CH:30]=3)[CH2:27][O:26][C:25]2=[O:35])=[O:23])=[CH:16][CH:15]=1. (10) Given the product [CH2:1]([O:8][C:9]1[CH:10]=[CH:11][C:12]([O:15][C:23]2[CH:30]=[CH:29][C:26]([CH:27]=[O:28])=[CH:25][CH:24]=2)=[CH:13][CH:14]=1)[C:2]1[CH:3]=[CH:4][CH:5]=[CH:6][CH:7]=1, predict the reactants needed to synthesize it. The reactants are: [CH2:1]([O:8][C:9]1[CH:14]=[CH:13][C:12]([OH:15])=[CH:11][CH:10]=1)[C:2]1[CH:7]=[CH:6][CH:5]=[CH:4][CH:3]=1.C([O-])([O-])=O.[K+].[K+].F[C:23]1[CH:30]=[CH:29][C:26]([CH:27]=[O:28])=[CH:25][CH:24]=1.O.